This data is from Reaction yield outcomes from USPTO patents with 853,638 reactions. The task is: Predict the reaction yield, written as a fraction of the theoretical maximum amount of product (1.0 means a 100% yield; for example, 0.34 means a 34% yield). (1) The reactants are Cl[C:2]1[CH:12]=[CH:11][C:5]([C:6]([O:8]CC)=[O:7])=[CH:4][N:3]=1.[OH-].[Li+].[CH3:15][O:16][CH2:17][CH2:18][OH:19]. No catalyst specified. The product is [CH3:15][O:16][CH2:17][CH2:18][O:19][C:2]1[CH:12]=[CH:11][C:5]([C:6]([OH:8])=[O:7])=[CH:4][N:3]=1. The yield is 0.670. (2) The reactants are [C@H:1]([NH:5][C:6]1[C:7]([C:20]([NH2:22])=[O:21])=[CH:8][C:9]([C:16]([F:19])([F:18])[F:17])=[C:10]([CH:15]=1)[C:11]([O:13]C)=[O:12])([CH2:3][CH3:4])[CH3:2].[OH-].[Na+].ClCCl.Cl. The catalyst is CO. The product is [NH2:22][C:20]([C:7]1[C:6]([NH:5][C@H:1]([CH3:2])[CH2:3][CH3:4])=[CH:15][C:10]([C:11]([OH:13])=[O:12])=[C:9]([C:16]([F:17])([F:18])[F:19])[CH:8]=1)=[O:21]. The yield is 0.890. (3) The reactants are [Br:1][C:2]1[CH:3]=[C:4]([OH:8])[CH:5]=[CH:6][CH:7]=1.N1C=CN=C1.[CH:14]([Si:17](Cl)([CH:21]([CH3:23])[CH3:22])[CH:18]([CH3:20])[CH3:19])([CH3:16])[CH3:15]. The catalyst is CN(C=O)C. The product is [Br:1][C:2]1[CH:3]=[C:4]([CH:5]=[CH:6][CH:7]=1)[O:8][Si:17]([CH:21]([CH3:23])[CH3:22])([CH:18]([CH3:20])[CH3:19])[CH:14]([CH3:16])[CH3:15]. The yield is 0.790. (4) The reactants are [NH2:1][C:2]1[CH:11]=[C:10]([C:12]([F:15])([F:14])[F:13])[CH:9]=[CH:8][C:3]=1[C:4]([O:6][CH3:7])=[O:5].[I:16]I. The catalyst is C(O)C.S([O-])([O-])(=O)=O.[Ag+2]. The product is [NH2:1][C:2]1[CH:11]=[C:10]([C:12]([F:13])([F:14])[F:15])[C:9]([I:16])=[CH:8][C:3]=1[C:4]([O:6][CH3:7])=[O:5]. The yield is 0.990. (5) The reactants are [CH3:1][C:2]1[C:11]2[C:6](=[CH:7][CH:8]=[CH:9][CH:10]=2)[N:5]=[CH:4][CH:3]=1.[BH3-]C#N.[Na+].B(F)(F)F.CCOCC. The catalyst is CO. The product is [CH3:1][CH:2]1[C:11]2[C:6](=[CH:7][CH:8]=[CH:9][CH:10]=2)[NH:5][CH2:4][CH2:3]1. The yield is 0.780. (6) The product is [CH3:1][C:2]1([CH2:5][N:6]2[CH2:10][CH2:9][O:8][C:7]2=[O:11])[O:3][C:13]2=[N:17][C:16]([N+:18]([O-:20])=[O:19])=[CH:15][N:14]2[CH2:4]1. The reactants are [CH3:1][C:2]1([CH2:5][N:6]2[CH2:10][CH2:9][O:8][C:7]2=[O:11])[CH2:4][O:3]1.Cl[C:13]1[NH:14][CH:15]=[C:16]([N+:18]([O-:20])=[O:19])[N:17]=1.C([O-])(=O)C.[Na+].[H-].[Na+]. The yield is 0.400. The catalyst is C(O)C.